From a dataset of Forward reaction prediction with 1.9M reactions from USPTO patents (1976-2016). Predict the product of the given reaction. (1) Given the reactants [Cl:1][C:2]1[C:3](Cl)=[N:4][CH:5]=[C:6]([CH:10]=1)[C:7]([OH:9])=[O:8].[CH:12]1([CH2:15][OH:16])[CH2:14][CH2:13]1, predict the reaction product. The product is: [Cl:1][C:2]1[C:3]([O:16][CH2:15][CH:12]2[CH2:14][CH2:13]2)=[N:4][CH:5]=[C:6]([CH:10]=1)[C:7]([OH:9])=[O:8]. (2) Given the reactants Cl[CH2:2][C:3]([N:5]1[CH2:10][CH2:9][N:8]([CH2:11][C@:12]2([CH3:23])[O:16][C:15]3=[N:17][C:18]([N+:20]([O-:22])=[O:21])=[CH:19][N:14]3[CH2:13]2)[CH2:7][CH2:6]1)=[O:4].[Cl:24][C:25]1[CH:30]=[CH:29][C:28]([SH:31])=[CH:27][CH:26]=1, predict the reaction product. The product is: [Cl:24][C:25]1[CH:30]=[CH:29][C:28]([S:31][CH2:2][C:3]([N:5]2[CH2:10][CH2:9][N:8]([CH2:11][C@:12]3([CH3:23])[O:16][C:15]4=[N:17][C:18]([N+:20]([O-:22])=[O:21])=[CH:19][N:14]4[CH2:13]3)[CH2:7][CH2:6]2)=[O:4])=[CH:27][CH:26]=1. (3) The product is: [CH3:1][O:2][C:3]1[C:4]([O:27][CH3:28])=[CH:5][C:6]2[N:12]([C:13]([C:15]3[CH:20]=[CH:19][C:18]([C:32]4[CH:33]=[CH:34][CH:35]=[CH:36][C:31]=4[C:30]([F:41])([F:40])[F:29])=[C:17]([CH3:22])[CH:16]=3)=[O:14])[CH2:11][C:10]3=[CH:23][CH:24]=[CH:25][N:9]3[CH2:8][C:7]=2[CH:26]=1. Given the reactants [CH3:1][O:2][C:3]1[C:4]([O:27][CH3:28])=[CH:5][C:6]2[N:12]([C:13]([C:15]3[CH:20]=[CH:19][C:18](Br)=[C:17]([CH3:22])[CH:16]=3)=[O:14])[CH2:11][C:10]3=[CH:23][CH:24]=[CH:25][N:9]3[CH2:8][C:7]=2[CH:26]=1.[F:29][C:30]([F:41])([F:40])[C:31]1[CH:36]=[CH:35][CH:34]=[CH:33][C:32]=1B(O)O.P([O-])([O-])([O-])=O.[K+].[K+].[K+], predict the reaction product. (4) Given the reactants [CH2:1]([O:8][C:9]([N:11]1[CH2:16][C@H:15]([O:17][CH2:18][C:19]2[CH:20]=[CH:21][C:22]3[O:27][CH2:26][CH2:25][N:24]([CH2:28][CH2:29][CH2:30][O:31][CH3:32])[C:23]=3[CH:33]=2)[C@@H:14]([C:34]2[CH:39]=[CH:38][C:37]([O:40][CH3:41])=[CH:36][CH:35]=2)[CH2:13][C@H:12]1[CH2:42][CH2:43][O:44]S(C)(=O)=O)=[O:10])[C:2]1[CH:7]=[CH:6][CH:5]=[CH:4][CH:3]=1.[CH3:49][O-].[Na+], predict the reaction product. The product is: [CH2:1]([O:8][C:9]([N:11]1[CH2:16][C@H:15]([O:17][CH2:18][C:19]2[CH:20]=[CH:21][C:22]3[O:27][CH2:26][CH2:25][N:24]([CH2:28][CH2:29][CH2:30][O:31][CH3:32])[C:23]=3[CH:33]=2)[C@@H:14]([C:34]2[CH:39]=[CH:38][C:37]([O:40][CH3:41])=[CH:36][CH:35]=2)[CH2:13][C@H:12]1[CH2:42][CH2:43][O:44][CH3:49])=[O:10])[C:2]1[CH:7]=[CH:6][CH:5]=[CH:4][CH:3]=1. (5) Given the reactants [Li+].[OH-].[CH3:3][C:4]1[C:9]2[O:10][CH2:11][CH2:12][O:13][C:8]=2[CH:7]=[C:6]([C:14]([O:16]C)=[O:15])[CH:5]=1.[OH-].[Na+], predict the reaction product. The product is: [CH3:3][C:4]1[C:9]2[O:10][CH2:11][CH2:12][O:13][C:8]=2[CH:7]=[C:6]([C:14]([OH:16])=[O:15])[CH:5]=1.